This data is from Forward reaction prediction with 1.9M reactions from USPTO patents (1976-2016). The task is: Predict the product of the given reaction. (1) Given the reactants [CH3:1][O:2][C:3]1[CH:12]=[CH:11][C:6]([C:7]([O:9]C)=[O:8])=[CH:5][N:4]=1.[OH-].[Na+].Cl, predict the reaction product. The product is: [CH3:1][O:2][C:3]1[CH:12]=[CH:11][C:6]([C:7]([OH:9])=[O:8])=[CH:5][N:4]=1. (2) Given the reactants [CH3:1][C:2]1[O:11][C:10](=[O:12])[C:9]2[C:8](=[O:13])[CH2:7][CH:6]([CH:14]([CH3:16])[CH3:15])[O:5][C:4]=2[CH:3]=1.C(=O)([O-])[O-].[K+].[K+], predict the reaction product. The product is: [OH:5][C:4]1[CH:3]=[C:2]([CH3:1])[O:11][C:10](=[O:12])[C:9]=1[C:8](=[O:13])[CH:7]=[CH:6][CH:14]([CH3:15])[CH3:16].